From a dataset of NCI-60 drug combinations with 297,098 pairs across 59 cell lines. Regression. Given two drug SMILES strings and cell line genomic features, predict the synergy score measuring deviation from expected non-interaction effect. (1) Synergy scores: CSS=55.2, Synergy_ZIP=1.23, Synergy_Bliss=2.73, Synergy_Loewe=1.64, Synergy_HSA=1.79. Drug 1: C1CCC(C1)C(CC#N)N2C=C(C=N2)C3=C4C=CNC4=NC=N3. Cell line: SR. Drug 2: C1C(C(OC1N2C=NC3=C(N=C(N=C32)Cl)N)CO)O. (2) Cell line: LOX IMVI. Synergy scores: CSS=23.4, Synergy_ZIP=-13.8, Synergy_Bliss=-16.5, Synergy_Loewe=-13.4, Synergy_HSA=-11.8. Drug 2: CN1C2=C(C=C(C=C2)N(CCCl)CCCl)N=C1CCCC(=O)O.Cl. Drug 1: C1=C(C(=O)NC(=O)N1)N(CCCl)CCCl. (3) Drug 1: CCC1=CC2CC(C3=C(CN(C2)C1)C4=CC=CC=C4N3)(C5=C(C=C6C(=C5)C78CCN9C7C(C=CC9)(C(C(C8N6C)(C(=O)OC)O)OC(=O)C)CC)OC)C(=O)OC.C(C(C(=O)O)O)(C(=O)O)O. Drug 2: CC(C1=C(C=CC(=C1Cl)F)Cl)OC2=C(N=CC(=C2)C3=CN(N=C3)C4CCNCC4)N. Cell line: A549. Synergy scores: CSS=42.0, Synergy_ZIP=-1.89, Synergy_Bliss=-0.486, Synergy_Loewe=-7.69, Synergy_HSA=0.346. (4) Drug 1: C1=NC2=C(N=C(N=C2N1C3C(C(C(O3)CO)O)O)F)N. Drug 2: C(CN)CNCCSP(=O)(O)O. Cell line: HCT-15. Synergy scores: CSS=-6.02, Synergy_ZIP=0.994, Synergy_Bliss=-3.62, Synergy_Loewe=-7.50, Synergy_HSA=-6.12. (5) Drug 1: CN(CC1=CN=C2C(=N1)C(=NC(=N2)N)N)C3=CC=C(C=C3)C(=O)NC(CCC(=O)O)C(=O)O. Drug 2: C1CCC(C(C1)N)N.C(=O)(C(=O)[O-])[O-].[Pt+4]. Cell line: KM12. Synergy scores: CSS=29.9, Synergy_ZIP=-3.03, Synergy_Bliss=-2.99, Synergy_Loewe=-11.6, Synergy_HSA=-2.86. (6) Drug 1: CC(C1=C(C=CC(=C1Cl)F)Cl)OC2=C(N=CC(=C2)C3=CN(N=C3)C4CCNCC4)N. Drug 2: CN1C2=C(C=C(C=C2)N(CCCl)CCCl)N=C1CCCC(=O)O.Cl. Cell line: NCI-H522. Synergy scores: CSS=9.33, Synergy_ZIP=-4.43, Synergy_Bliss=-4.52, Synergy_Loewe=-4.59, Synergy_HSA=-4.65. (7) Drug 1: C1C(C(OC1N2C=NC3=C(N=C(N=C32)Cl)N)CO)O. Drug 2: CCN(CC)CCCC(C)NC1=C2C=C(C=CC2=NC3=C1C=CC(=C3)Cl)OC. Cell line: IGROV1. Synergy scores: CSS=4.47, Synergy_ZIP=-1.03, Synergy_Bliss=0.146, Synergy_Loewe=-2.13, Synergy_HSA=-1.04.